From a dataset of Full USPTO retrosynthesis dataset with 1.9M reactions from patents (1976-2016). Predict the reactants needed to synthesize the given product. (1) The reactants are: [CH3:1][N:2]([CH3:23])[CH2:3][C:4]([NH:6][C:7]1[CH:8]=[CH:9][C:10]([O:21][CH3:22])=[C:11]([NH:13]C(=O)OC(C)(C)C)[CH:12]=1)=[O:5].FC(F)(F)C(O)=O. Given the product [NH2:13][C:11]1[CH:12]=[C:7]([NH:6][C:4](=[O:5])[CH2:3][N:2]([CH3:23])[CH3:1])[CH:8]=[CH:9][C:10]=1[O:21][CH3:22], predict the reactants needed to synthesize it. (2) Given the product [CH3:35][C:26]1[CH:31]=[C:30]([CH3:32])[CH:29]=[C:28]([CH3:33])[C:27]=1[N:12]1[CH:13]=[CH:14][N:1]=[CH:11]1, predict the reactants needed to synthesize it. The reactants are: [N:1]1[C:14]2C(=CC=C3[C:13]=2[N:12]=[CH:11]C=C3)C=CC=1.C(=O)([O-])[O-].[K+].[K+].CN(C)C=O.[C:26]1([CH3:35])[CH:31]=[C:30]([CH3:32])[CH:29]=[C:28]([CH3:33])[C:27]=1I.C1(C)C=C(C)C=C(C)C=1Br. (3) Given the product [F:7][C:8]1[CH:15]=[CH:14][C:11]([CH2:12][NH:13][C:17]2[CH:22]=[CH:21][N:20]=[CH:19][C:18]=2[N+:23]([O-:25])=[O:24])=[CH:10][CH:9]=1, predict the reactants needed to synthesize it. The reactants are: C(=O)([O-])[O-].[Na+].[Na+].[F:7][C:8]1[CH:15]=[CH:14][C:11]([CH2:12][NH2:13])=[CH:10][CH:9]=1.Cl[C:17]1[CH:22]=[CH:21][N:20]=[CH:19][C:18]=1[N+:23]([O-:25])=[O:24]. (4) Given the product [F:28][C:25]1[CH:26]=[CH:27][C:22]([C:12]2[N:11]=[C:10]([C:8]([OH:9])=[O:7])[CH:15]=[N:14][C:13]=2[N:16]2[CH2:21][CH2:20][CH2:19][CH2:18][CH2:17]2)=[CH:23][CH:24]=1, predict the reactants needed to synthesize it. The reactants are: O1CCCC1.C[O:7][C:8]([C:10]1[CH:15]=[N:14][C:13]([N:16]2[CH2:21][CH2:20][CH2:19][CH2:18][CH2:17]2)=[C:12]([C:22]2[CH:27]=[CH:26][C:25]([F:28])=[CH:24][CH:23]=2)[N:11]=1)=[O:9].[OH-].[Li+].Cl. (5) Given the product [Br:1][C:2]1[CH:3]=[CH:4][C:5]([C:8]2[CH2:12][C@@H:11]([CH2:13][O:14][CH2:17][CH3:18])[O:10][N:9]=2)=[N:6][CH:7]=1, predict the reactants needed to synthesize it. The reactants are: [Br:1][C:2]1[CH:3]=[CH:4][C:5]([C:8]2[CH2:12][C@@H:11]([CH2:13][OH:14])[O:10][N:9]=2)=[N:6][CH:7]=1.[H-].[Na+].[CH2:17](I)[CH3:18].